Dataset: Reaction yield outcomes from USPTO patents with 853,638 reactions. Task: Predict the reaction yield, written as a fraction of the theoretical maximum amount of product (1.0 means a 100% yield; for example, 0.34 means a 34% yield). (1) The reactants are C([NH:5][S:6]([C:9]1[CH:10]=[C:11]([C:15]2[CH:20]=[CH:19][CH:18]=[C:17]([C:21]3[N:26]=[C:25]([C:27]4[CH:32]=[CH:31][C:30]([C:33]([F:36])([F:35])[F:34])=[C:29]([O:37][CH2:38][C:39]([F:42])([F:41])[F:40])[CH:28]=4)[CH:24]=[C:23]([C:43]([F:46])([F:45])[F:44])[N:22]=3)[CH:16]=2)[CH:12]=[CH:13][CH:14]=1)(=[O:8])=[O:7])(C)(C)C.C(O)(C(F)(F)F)=O. The catalyst is ClCCl. The product is [F:42][C:39]([F:40])([F:41])[CH2:38][O:37][C:29]1[CH:28]=[C:27]([C:25]2[CH:24]=[C:23]([C:43]([F:45])([F:46])[F:44])[N:22]=[C:21]([C:17]3[CH:16]=[C:15]([C:11]4[CH:12]=[CH:13][CH:14]=[C:9]([S:6]([NH2:5])(=[O:8])=[O:7])[CH:10]=4)[CH:20]=[CH:19][CH:18]=3)[N:26]=2)[CH:32]=[CH:31][C:30]=1[C:33]([F:34])([F:35])[F:36]. The yield is 0.590. (2) The reactants are [CH:1]1([O:6][C:7]2[CH:8]=[C:9]([CH:15]3[CH2:19][NH:18][C:17](=[O:20])[CH2:16]3)[CH:10]=[CH:11][C:12]=2[O:13][CH3:14])[CH2:5][CH2:4][CH2:3][CH2:2]1.[H-].[Na+].[F:23][C:24]1[C:31]([F:32])=[CH:30][CH:29]=[CH:28][C:25]=1[CH2:26]Br.C(OCC)(=O)C. The catalyst is CN(C)C=O.C1OCCOCCOCCOCCOC1.O1CCCC1. The product is [F:23][C:24]1[C:31]([F:32])=[CH:30][CH:29]=[CH:28][C:25]=1[CH2:26][N:18]1[CH2:19][CH:15]([C:9]2[CH:10]=[CH:11][C:12]([O:13][CH3:14])=[C:7]([O:6][CH:1]3[CH2:2][CH2:3][CH2:4][CH2:5]3)[CH:8]=2)[CH2:16][C:17]1=[O:20]. The yield is 0.700. (3) The reactants are [F:1][CH2:2][C:3]([C:7]1[O:11][N:10]=[C:9]([NH:12][C:13](=[O:21])OC2C=CC=CC=2)[CH:8]=1)([CH3:6])[CH2:4][F:5].[CH3:22][O:23][C:24]1[CH:25]=[C:26]2[C:31](=[CH:32][C:33]=1[O:34][CH3:35])[N:30]=[CH:29][N:28]=[C:27]2[S:36][C:37]1[CH:38]=[C:39]([CH:41]=[CH:42][CH:43]=1)[NH2:40]. The catalyst is CN(C)C1C=CN=CC=1.C1COCC1. The product is [F:5][CH2:4][C:3]([C:7]1[O:11][N:10]=[C:9]([NH:12][C:13]([NH:40][C:39]2[CH:41]=[CH:42][CH:43]=[C:37]([S:36][C:27]3[C:26]4[C:31](=[CH:32][C:33]([O:34][CH3:35])=[C:24]([O:23][CH3:22])[CH:25]=4)[N:30]=[CH:29][N:28]=3)[CH:38]=2)=[O:21])[CH:8]=1)([CH3:6])[CH2:2][F:1]. The yield is 0.310. (4) The reactants are [NH2:1][CH:2]([CH2:8][CH:9]=[C:10]1[CH2:15][CH2:14][O:13][CH2:12][CH2:11]1)[C:3]([O:5][CH2:6][CH3:7])=[O:4].CCN(C(C)C)C(C)C.[N+:25]([C:28]1[CH:33]=[CH:32][C:31]([S:34](Cl)(=[O:36])=[O:35])=[CH:30][CH:29]=1)([O-:27])=[O:26]. The catalyst is ClCCl. The product is [N+:25]([C:28]1[CH:29]=[CH:30][C:31]([S:34]([NH:1][CH:2]([CH2:8][CH:9]=[C:10]2[CH2:11][CH2:12][O:13][CH2:14][CH2:15]2)[C:3]([O:5][CH2:6][CH3:7])=[O:4])(=[O:36])=[O:35])=[CH:32][CH:33]=1)([O-:27])=[O:26]. The yield is 1.00. (5) The reactants are C(O)[C@H]1[O:7][C@@H:6]([O:8][C@H]2[C@H:4](O)[C@@H:5]([OH:31])[C@H:6]([O:8][C@H]3[C@H:4](O)[C@@H:5]([OH:31])[CH:6]([OH:8])[O:7][C@@H]3CO)[O:7][C@@H]2CO)[C@H:5]([OH:31])[C@@H:4](O)[C@@H]1O.[CH2:35]([OH:79])[C@H:36]1[O:41][C@@H:40]([O:42][C@H:43]2[C@H:48]([OH:49])[C@@H:47]([OH:50])[C@H:46]([O:51][C@H:52]3[C@H:57]([OH:58])[C@@H:56]([OH:59])[C@H:55]([O:60][C@H:61]4[C@H:66]([OH:67])[C@@H:65]([OH:68])[CH:64]([OH:69])[O:63][C@@H:62]4[CH2:70][OH:71])[O:54][C@@H:53]3[CH2:72][OH:73])[O:45][C@@H:44]2[CH2:74][OH:75])[C@H:39]([OH:76])[C@@H:38]([OH:77])[C@@H:37]1[OH:78]. No catalyst specified. The product is [C:6]([OH:8])(=[O:7])[C@H:5]([CH3:4])[OH:31].[CH2:35]([OH:79])[C@H:36]1[O:41][C@@H:40]([O:42][C@H:43]2[C@H:48]([OH:49])[C@@H:47]([OH:50])[C@H:46]([O:51][C@H:52]3[C@H:57]([OH:58])[C@@H:56]([OH:59])[CH:55]([OH:60])[O:54][C@@H:53]3[CH2:72][OH:73])[O:45][C@@H:44]2[CH2:74][OH:75])[C@H:39]([OH:76])[C@@H:38]([OH:77])[C@@H:37]1[OH:78].[CH2:35]([OH:79])[C@H:36]1[O:41][C@@H:40]([O:42][C@H:43]2[C@H:48]([OH:49])[C@@H:47]([OH:50])[C@H:46]([O:51][C@H:52]3[C@H:57]([OH:58])[C@@H:56]([OH:59])[C@H:55]([O:60][C@H:61]4[C@H:66]([OH:67])[C@@H:65]([OH:68])[CH:64]([OH:69])[O:63][C@@H:62]4[CH2:70][OH:71])[O:54][C@@H:53]3[CH2:72][OH:73])[O:45][C@@H:44]2[CH2:74][OH:75])[C@H:39]([OH:76])[C@@H:38]([OH:77])[C@@H:37]1[OH:78]. The yield is 1.00. (6) The reactants are [CH2:1]([C:5]1[NH:6][CH:7]=[CH:8][N:9]=1)[CH2:2][CH2:3][CH3:4].C[O-].[Na+].[Cl:13][C:14]1[CH:21]=[CH:20][CH:19]=[CH:18][C:15]=1[CH2:16]Br. The catalyst is CO. The product is [CH2:1]([C:5]1[N:6]([CH2:16][C:15]2[CH:18]=[CH:19][CH:20]=[CH:21][C:14]=2[Cl:13])[CH:7]=[CH:8][N:9]=1)[CH2:2][CH2:3][CH3:4]. The yield is 0.610.